This data is from Full USPTO retrosynthesis dataset with 1.9M reactions from patents (1976-2016). The task is: Predict the reactants needed to synthesize the given product. Given the product [ClH:24].[CH3:1][CH:2]1[C:11]2[CH2:10][O:9][B:8]3[O:12][CH:13]([CH2:15][NH2:16])[CH:14]=[C:6]([C:7]=23)[CH:5]=[CH:4][O:3]1, predict the reactants needed to synthesize it. The reactants are: [CH3:1][CH:2]1[C:11]2[CH2:10][O:9][B:8]3[O:12][CH:13]([CH2:15][NH:16]C(=O)OC(C)(C)C)[CH:14]=[C:6]([C:7]=23)[CH:5]=[CH:4][O:3]1.[ClH:24].